This data is from Forward reaction prediction with 1.9M reactions from USPTO patents (1976-2016). The task is: Predict the product of the given reaction. (1) Given the reactants [C:1]([O:5][C:6](=[O:24])[NH:7][CH2:8][CH2:9][CH2:10][CH2:11][CH2:12][C:13](=[O:23])[CH:14]=[CH:15][C:16]1[CH:17]=[N:18][C:19]([CH3:22])=[N:20][CH:21]=1)([CH3:4])([CH3:3])[CH3:2].[BH4-].[Na+], predict the reaction product. The product is: [C:1]([O:5][C:6](=[O:24])[NH:7][CH2:8][CH2:9][CH2:10][CH2:11][CH2:12][CH:13]([OH:23])[CH:14]=[CH:15][C:16]1[CH:17]=[N:18][C:19]([CH3:22])=[N:20][CH:21]=1)([CH3:4])([CH3:2])[CH3:3]. (2) Given the reactants [NH2:1][C:2]1[C:7]2=[C:8]([C:29]3[CH:30]=[CH:31][C:32]4[C:36]([CH:37]=3)=[N:35][N:34]([CH2:38][C:39]3[CH:44]=[CH:43][CH:42]=[CH:41][CH:40]=3)[CH:33]=4)[CH:9]=[C:10]([C:11]3[N:12]=[C:13]([CH:16]4[CH2:21][CH2:20][N:19](C(OC(C)(C)C)=O)[CH2:18][CH2:17]4)[S:14][CH:15]=3)[N:6]2[N:5]=[CH:4][N:3]=1.Cl, predict the reaction product. The product is: [CH2:38]([N:34]1[CH:33]=[C:32]2[C:36]([CH:37]=[C:29]([C:8]3[CH:9]=[C:10]([C:11]4[N:12]=[C:13]([CH:16]5[CH2:21][CH2:20][NH:19][CH2:18][CH2:17]5)[S:14][CH:15]=4)[N:6]4[C:7]=3[C:2]([NH2:1])=[N:3][CH:4]=[N:5]4)[CH:30]=[CH:31]2)=[N:35]1)[C:39]1[CH:40]=[CH:41][CH:42]=[CH:43][CH:44]=1. (3) Given the reactants C1(=O)[NH:5]C(=O)C2=CC=CC=C12.[K].Br[CH2:14][CH2:15][O:16][Si:17]([C:20]([CH3:23])([CH3:22])[CH3:21])([CH3:19])[CH3:18].[OH-].[Na+], predict the reaction product. The product is: [Si:17]([O:16][CH2:15][CH2:14][NH2:5])([C:20]([CH3:23])([CH3:22])[CH3:21])([CH3:19])[CH3:18]. (4) Given the reactants Cl[CH2:2][CH2:3][CH2:4][CH2:5][O:6][C:7]1[CH:12]=[CH:11][C:10]([C:13]2([CH2:19][NH:20][C:21]3[CH:26]=[CH:25][CH:24]=[CH:23][N:22]=3)[CH2:18][CH2:17][O:16][CH2:15][CH2:14]2)=[CH:9][CH:8]=1.[NH:27]1[CH2:31][CH2:30][CH2:29][CH2:28]1.C(=O)([O-])[O-].[Na+].[Na+].[I-].[Na+], predict the reaction product. The product is: [N:27]1([CH2:2][CH2:3][CH2:4][CH2:5][O:6][C:7]2[CH:12]=[CH:11][C:10]([C:13]3([CH2:19][NH:20][C:21]4[CH:26]=[CH:25][CH:24]=[CH:23][N:22]=4)[CH2:18][CH2:17][O:16][CH2:15][CH2:14]3)=[CH:9][CH:8]=2)[CH2:31][CH2:30][CH2:29][CH2:28]1. (5) Given the reactants [Br:1][C:2]1[CH:7]=[CH:6][C:5]([C:8]2[NH:12][C:11](=[O:13])[C:10]3([CH2:18][CH2:17][N:16]([C:19]([O:21][CH3:22])=[O:20])[CH2:15][CH2:14]3)[N:9]=2)=[CH:4][CH:3]=1.Br[CH2:24][C@@H:25]1[CH2:29][CH2:28][N:27]([C:30]([O:32][C:33]([CH3:36])([CH3:35])[CH3:34])=[O:31])[CH2:26]1.C([O-])([O-])=O.[Cs+].[Cs+], predict the reaction product. The product is: [Br:1][C:2]1[CH:7]=[CH:6][C:5]([C:8]2[N:12]([CH2:24][C@@H:25]3[CH2:29][CH2:28][N:27]([C:30]([O:32][C:33]([CH3:34])([CH3:36])[CH3:35])=[O:31])[CH2:26]3)[C:11](=[O:13])[C:10]3([CH2:14][CH2:15][N:16]([C:19]([O:21][CH3:22])=[O:20])[CH2:17][CH2:18]3)[N:9]=2)=[CH:4][CH:3]=1. (6) The product is: [Cl:1][C:2]1[CH:10]=[C:9]2[C:5]([C:6]([CH2:15][CH2:16][CH2:17][O:18][C:19]3[CH:24]=[C:23]([CH3:25])[C:22]([Cl:26])=[C:21]([CH3:27])[CH:20]=3)=[CH:7][N:8]2[CH2:15][CH2:16][C:17]([NH:44][S:41]([C:38]2[CH:39]=[CH:40][C:35]([O:28][C:29]3[CH:30]=[CH:31][CH:32]=[CH:33][CH:34]=3)=[CH:36][CH:37]=2)(=[O:42])=[O:43])=[O:18])=[CH:4][CH:3]=1. Given the reactants [Cl:1][C:2]1[CH:10]=[C:9]2[C:5]([C:6]([CH2:15][CH2:16][CH2:17][O:18][C:19]3[CH:24]=[C:23]([CH3:25])[C:22]([Cl:26])=[C:21]([CH3:27])[CH:20]=3)=[CH:7][N:8]2CC(O)=O)=[CH:4][CH:3]=1.[O:28]([C:35]1[CH:40]=[CH:39][C:38]([S:41]([NH2:44])(=[O:43])=[O:42])=[CH:37][CH:36]=1)[C:29]1[CH:34]=[CH:33][CH:32]=[CH:31][CH:30]=1, predict the reaction product.